Dataset: Full USPTO retrosynthesis dataset with 1.9M reactions from patents (1976-2016). Task: Predict the reactants needed to synthesize the given product. (1) Given the product [Br:1][C:2]1[CH:7]=[CH:6][C:5]([C:13]#[C:12][CH2:11][OH:14])=[C:4]([Cl:9])[C:3]=1[CH3:10], predict the reactants needed to synthesize it. The reactants are: [Br:1][C:2]1[CH:7]=[CH:6][C:5](I)=[C:4]([Cl:9])[C:3]=1[CH3:10].[CH2:11]([OH:14])[C:12]#[CH:13]. (2) The reactants are: [C:1]([C:4]1[S:5][CH:6]=[CH:7][C:8]=1Br)(=[O:3])[CH3:2].[Cu](C#N)[C:11]#[N:12]. Given the product [C:1]([C:4]1[S:5][CH:6]=[CH:7][C:8]=1[C:11]#[N:12])(=[O:3])[CH3:2], predict the reactants needed to synthesize it. (3) Given the product [F:18][C:19]1[CH:24]=[C:23]([O:1][CH:2]2[CH2:3][N:4]([C:6]3[CH:7]=[CH:8][C:9]([C@@H:12]([NH:14][C:15](=[O:17])[CH3:16])[CH3:13])=[CH:10][CH:11]=3)[CH2:5]2)[CH:22]=[CH:21][N:20]=1, predict the reactants needed to synthesize it. The reactants are: [OH:1][CH:2]1[CH2:5][N:4]([C:6]2[CH:11]=[CH:10][C:9]([C@@H:12]([NH:14][C:15](=[O:17])[CH3:16])[CH3:13])=[CH:8][CH:7]=2)[CH2:3]1.[F:18][C:19]1[CH:24]=[C:23](F)[CH:22]=[CH:21][N:20]=1.C(=O)([O-])[O-].[Cs+].[Cs+].O.